From a dataset of Forward reaction prediction with 1.9M reactions from USPTO patents (1976-2016). Predict the product of the given reaction. (1) Given the reactants [OH:1][CH:2]1[C:6]([CH3:8])([CH3:7])[CH2:5][N:4](C(OCC2C=CC=CC=2)=O)[CH:3]1[CH3:19], predict the reaction product. The product is: [CH3:19][CH:3]1[CH:2]([OH:1])[C:6]([CH3:8])([CH3:7])[CH2:5][NH:4]1. (2) The product is: [Br:21][C:8]1[S:9][C:10]([C:11]([F:13])([F:14])[F:12])=[C:6]([C:4]([NH:3][CH2:1][CH3:2])=[O:5])[N:7]=1. Given the reactants [CH2:1]([NH:3][C:4]([C:6]1[N:7]=[CH:8][S:9][C:10]=1[C:11]([F:14])([F:13])[F:12])=[O:5])[CH3:2].C([Li])CCC.C(Br)(Br)(Br)[Br:21], predict the reaction product. (3) Given the reactants [Br:1][C:2]1[CH:7]=[CH:6][C:5]([NH:8][C:9]2[C:10]([C:17]([OH:19])=O)=[CH:11][N:12]([CH3:16])[C:13](=[O:15])[CH:14]=2)=[C:4]([CH3:20])[CH:3]=1.CCN(C(C)C)C(C)C.C1CN([P+](ON2N=NC3C=CC=CC2=3)(N2CCCC2)N2CCCC2)CC1.F[P-](F)(F)(F)(F)F.CC1(C)[O:68][C@H:67]([CH2:69][O:70][NH2:71])[CH2:66][O:65]1, predict the reaction product. The product is: [Br:1][C:2]1[CH:7]=[CH:6][C:5]([NH:8][C:9]2[C:10]([C:17]([NH:71][O:70][CH2:69][C@@H:67]([OH:68])[CH2:66][OH:65])=[O:19])=[CH:11][N:12]([CH3:16])[C:13](=[O:15])[CH:14]=2)=[C:4]([CH3:20])[CH:3]=1.